This data is from Forward reaction prediction with 1.9M reactions from USPTO patents (1976-2016). The task is: Predict the product of the given reaction. (1) Given the reactants [OH:1][C:2]1[CH:29]=[CH:28][C:5]([C:6]([NH:8][C:9]2[S:13][C:12]([NH:14][C:15]3[CH:24]=[CH:23][C:22]4[C:17](=[CH:18][CH:19]=[CH:20][CH:21]=4)[CH:16]=3)=[N:11][C:10]=2[C:25]([NH2:27])=[O:26])=[O:7])=[CH:4][CH:3]=1.[C:30]([O-:33])([O-])=O.[K+].[K+].[CH3:36]N(C=O)C, predict the reaction product. The product is: [OH:33][CH2:30][CH2:36][O:1][C:2]1[CH:29]=[CH:28][C:5]([C:6]([NH:8][C:9]2[S:13][C:12]([NH:14][C:15]3[CH:24]=[CH:23][C:22]4[C:17](=[CH:18][CH:19]=[CH:20][CH:21]=4)[CH:16]=3)=[N:11][C:10]=2[C:25]([NH2:27])=[O:26])=[O:7])=[CH:4][CH:3]=1. (2) Given the reactants [CH3:1][O:2][CH2:3][C@H:4]([C:6]1[CH:11]=[CH:10][CH:9]=[CH:8][CH:7]=1)[NH2:5].Br[CH2:13][C:14]([O:16][CH2:17][CH3:18])=[O:15].C([O-])([O-])=O.[K+].[K+], predict the reaction product. The product is: [CH3:1][O:2][CH2:3][C@@H:4]([NH:5][CH2:13][C:14]([O:16][CH2:17][CH3:18])=[O:15])[C:6]1[CH:11]=[CH:10][CH:9]=[CH:8][CH:7]=1. (3) Given the reactants [N:1]1[CH:6]=[CH:5][CH:4]=[CH:3][C:2]=1[CH2:7][NH:8][C:9]([C:11]1[C:12]([C:17]2[CH:22]=[CH:21][CH:20]=[CH:19][CH:18]=2)=[N:13][O:14][C:15]=1[CH3:16])=O.P(Cl)(Cl)(Cl)=O.C(=O)(O)[O-].[Na+], predict the reaction product. The product is: [CH3:16][C:15]1[O:14][N:13]=[C:12]([C:17]2[CH:22]=[CH:21][CH:20]=[CH:19][CH:18]=2)[C:11]=1[C:9]1[N:1]2[CH:6]=[CH:5][CH:4]=[CH:3][C:2]2=[CH:7][N:8]=1. (4) Given the reactants O[N:2]=[C:3]([C:11]1[CH:16]=[CH:15][C:14]([O:17][C:18]([F:21])([F:20])[F:19])=[CH:13][CH:12]=1)[CH2:4][N:5]1[CH2:9][CH2:8][CH2:7][C:6]1=[O:10], predict the reaction product. The product is: [NH2:2][CH:3]([C:11]1[CH:16]=[CH:15][C:14]([O:17][C:18]([F:21])([F:19])[F:20])=[CH:13][CH:12]=1)[CH2:4][N:5]1[CH2:9][CH2:8][CH2:7][C:6]1=[O:10]. (5) The product is: [F:37][C:38]1[C:46]([F:47])=[C:45]([F:48])[CH:44]=[CH:43][C:39]=1[C:40]([NH:7][C:8]1[CH:13]=[N:12][C:11]([O:14][C:15]2[CH:16]=[CH:17][C:18]([NH:32][CH3:30])=[CH:19][CH:20]=2)=[CH:10][CH:9]=1)=[O:41]. Given the reactants CCOC(C)=O.[NH2:7][C:8]1[CH:9]=[CH:10][C:11]([O:14][C:15]2[CH:20]=[CH:19][C:18](CNC(=O)OC(C)(C)C)=[CH:17][CH:16]=2)=[N:12][CH:13]=1.[CH2:30]([N:32](CC)CC)C.[F:37][C:38]1[C:46]([F:47])=[C:45]([F:48])[CH:44]=[CH:43][C:39]=1[C:40](Cl)=[O:41], predict the reaction product. (6) Given the reactants C([O:5][C:6](=[O:32])[C@@H:7]([NH:18][C:19](=[O:31])[C@@H:20]([NH:22][C:23]([C:25]1[N:26]([CH3:30])[N:27]=[CH:28][CH:29]=1)=[O:24])[CH3:21])[CH2:8][C:9]1[C:17]2[C:12](=[CH:13][CH:14]=[CH:15][CH:16]=2)[NH:11][CH:10]=1)(C)(C)C.FC(F)(F)C(O)C(F)(F)F, predict the reaction product. The product is: [NH:11]1[C:12]2[C:17](=[CH:16][CH:15]=[CH:14][CH:13]=2)[C:9]([CH2:8][C@H:7]([NH:18][C:19](=[O:31])[C@@H:20]([NH:22][C:23]([C:25]2[N:26]([CH3:30])[N:27]=[CH:28][CH:29]=2)=[O:24])[CH3:21])[C:6]([OH:32])=[O:5])=[CH:10]1. (7) Given the reactants C([O:3][C:4](=[O:33])[CH2:5][CH:6]1[CH2:11][CH2:10][CH2:9][CH2:8][N:7]1[C:12]([C:14]1[CH:18]=[C:17]([C:19]2[CH:24]=[CH:23][CH:22]=[CH:21][CH:20]=2)[N:16]([C:25]2[CH:26]=[N:27][C:28]([O:31][CH3:32])=[CH:29][CH:30]=2)[N:15]=1)=[O:13])C, predict the reaction product. The product is: [CH3:32][O:31][C:28]1[N:27]=[CH:26][C:25]([N:16]2[C:17]([C:19]3[CH:24]=[CH:23][CH:22]=[CH:21][CH:20]=3)=[CH:18][C:14]([C:12]([N:7]3[CH2:8][CH2:9][CH2:10][CH2:11][CH:6]3[CH2:5][C:4]([OH:33])=[O:3])=[O:13])=[N:15]2)=[CH:30][CH:29]=1.